This data is from Full USPTO retrosynthesis dataset with 1.9M reactions from patents (1976-2016). The task is: Predict the reactants needed to synthesize the given product. (1) The reactants are: [F:1][C:2]1[CH:3]=[CH:4][C:5]([CH2:8][O:9][C:10]2[CH:15]=[CH:14][N:13]([C:16]3[CH:21]=[CH:20][C:19]4[C:22]5[CH2:23][NH:24][CH2:25][CH2:26][CH2:27][C:28]=5[O:29][C:18]=4[CH:17]=3)[C:12](=[O:30])[CH:11]=2)=[N:6][CH:7]=1.[ClH:31].CCOCC. Given the product [ClH:31].[F:1][C:2]1[CH:3]=[CH:4][C:5]([CH2:8][O:9][C:10]2[CH:15]=[CH:14][N:13]([C:16]3[CH:21]=[CH:20][C:19]4[C:22]5[CH2:23][NH:24][CH2:25][CH2:26][CH2:27][C:28]=5[O:29][C:18]=4[CH:17]=3)[C:12](=[O:30])[CH:11]=2)=[N:6][CH:7]=1, predict the reactants needed to synthesize it. (2) Given the product [CH3:1][C:2]1([CH:18]2[CH2:23][CH2:22][C:21](=[O:24])[NH:20][C:19]2=[O:25])[C:3](=[O:12])[C:4]2[C:9](=[CH:8][CH:7]=[CH:6][CH:5]=2)[C:10]1=[O:11], predict the reactants needed to synthesize it. The reactants are: [CH3:1][CH:2]1[C:10](=[O:11])[C:9]2[C:4](=[CH:5][CH:6]=[CH:7][CH:8]=2)[C:3]1=[O:12].[O-]CC.[Na+].Br[CH:18]1[CH2:23][CH2:22][C:21](=[O:24])[NH:20][C:19]1=[O:25]. (3) Given the product [CH2:1]([CH:3]([C:6]1[C:10]([CH2:11][CH2:12][CH2:13][O:14][C:26]2[C:31]([CH3:32])=[CH:30][CH:29]=[CH:28][C:27]=2[CH2:33][C:34]([OH:36])=[O:35])=[CH:9][N:8]([C:15]2[N:16]=[CH:17][C:18]([C:21]([F:22])([F:24])[F:23])=[CH:19][N:20]=2)[N:7]=1)[CH2:4][CH3:5])[CH3:2], predict the reactants needed to synthesize it. The reactants are: [CH2:1]([CH:3]([C:6]1[C:10]([CH2:11][CH2:12][CH2:13][OH:14])=[CH:9][N:8]([C:15]2[N:20]=[CH:19][C:18]([C:21]([F:24])([F:23])[F:22])=[CH:17][N:16]=2)[N:7]=1)[CH2:4][CH3:5])[CH3:2].O[C:26]1[C:31]([CH3:32])=[CH:30][CH:29]=[CH:28][C:27]=1[CH2:33][C:34]([O:36]C)=[O:35].C(P(CCCC)CCCC)CCC.N(C(N1CCCCC1)=O)=NC(N1CCCCC1)=O.